Dataset: Full USPTO retrosynthesis dataset with 1.9M reactions from patents (1976-2016). Task: Predict the reactants needed to synthesize the given product. (1) Given the product [CH3:30][O:29][C:26]1[CH:27]=[CH:28][C:23]([CH2:22][N:15]([C:16]2[CH:21]=[CH:20][N:19]=[CH:18][N:17]=2)[S:12]([C:6]2[CH:5]=[CH:4][C:3]3[C:8](=[CH:9][CH:10]=[CH:11][C:2]=3[B:31]3[O:35][C:34]([CH3:37])([CH3:36])[C:33]([CH3:39])([CH3:38])[O:32]3)[CH:7]=2)(=[O:14])=[O:13])=[CH:24][CH:25]=1, predict the reactants needed to synthesize it. The reactants are: Br[C:2]1[CH:11]=[CH:10][CH:9]=[C:8]2[C:3]=1[CH:4]=[CH:5][C:6]([S:12]([N:15]([CH2:22][C:23]1[CH:28]=[CH:27][C:26]([O:29][CH3:30])=[CH:25][CH:24]=1)[C:16]1[CH:21]=[CH:20][N:19]=[CH:18][N:17]=1)(=[O:14])=[O:13])=[CH:7]2.[B:31]1([B:31]2[O:35][C:34]([CH3:37])([CH3:36])[C:33]([CH3:39])([CH3:38])[O:32]2)[O:35][C:34]([CH3:37])([CH3:36])[C:33]([CH3:39])([CH3:38])[O:32]1.CC([O-])=O.[K+].C(Cl)Cl. (2) Given the product [CH:25]1([CH2:24][O:23][C:20]2[CH:21]=[CH:22][C:16]3[O:15][C:14]([C:12]4[O:11][N:10]=[C:9]([O:8][CH2:7][CH:6]([NH:10][C:9](=[O:8])[CH3:13])[CH2:28][F:29])[CH:13]=4)=[N:18][C:17]=3[CH:19]=2)[CH2:26][CH2:27]1, predict the reactants needed to synthesize it. The reactants are: CS(O[CH:6]([CH2:28][F:29])[CH2:7][O:8][C:9]1[CH:13]=[C:12]([C:14]2[O:15][C:16]3[CH:22]=[CH:21][C:20]([O:23][CH2:24][CH:25]4[CH2:27][CH2:26]4)=[CH:19][C:17]=3[N:18]=2)[O:11][N:10]=1)(=O)=O.[N-]=[N+]=[N-].[Na+].CS(C)=O. (3) Given the product [CH3:21][O:22][C:23](=[O:39])[C:24]1[CH:29]=[C:28]([C:30]2[CH:35]=[CH:34][C:33]([CH3:36])=[CH:32][N:31]=2)[CH:27]=[C:26]([N:37]2[C:1]([CH:2]([CH3:4])[CH3:3])=[N:6][CH:7]=[N:38]2)[CH:25]=1, predict the reactants needed to synthesize it. The reactants are: [C:1]([NH2:6])(=O)[CH:2]([CH3:4])[CH3:3].[CH3:7]N(C(OC)OC)C.CC(N(C)C)=O.[CH3:21][O:22][C:23](=[O:39])[C:24]1[CH:29]=[C:28]([C:30]2[CH:35]=[CH:34][C:33]([CH3:36])=[CH:32][N:31]=2)[CH:27]=[C:26]([NH:37][NH2:38])[CH:25]=1. (4) Given the product [CH2:8]([C:9]1[N:13]=[N:12][N:11]([C:14]2[CH:39]=[CH:38][C:17]3[C:18](=[O:37])[N:19]([CH2:21][C:22]([N:24]4[CH2:29][CH2:28][N:27]([C:30]([O:32][C:33]([CH3:34])([CH3:35])[CH3:36])=[O:31])[CH2:26][CH2:25]4)=[O:23])[S:20][C:16]=3[CH:15]=2)[CH:10]=1)[CH2:7][CH2:6][CH2:5][CH2:4][CH2:3][CH2:2][CH3:1], predict the reactants needed to synthesize it. The reactants are: [CH:1]#[C:2][CH2:3][CH2:4][CH2:5][CH2:6][CH2:7][CH2:8][CH2:9][CH3:10].[N:11]([C:14]1[CH:39]=[CH:38][C:17]2[C:18](=[O:37])[N:19]([CH2:21][C:22]([N:24]3[CH2:29][CH2:28][N:27]([C:30]([O:32][C:33]([CH3:36])([CH3:35])[CH3:34])=[O:31])[CH2:26][CH2:25]3)=[O:23])[S:20][C:16]=2[CH:15]=1)=[N+:12]=[N-:13].O=C1O[C@H]([C@H](CO)O)C([O-])=C1O.[Na+].